From a dataset of Plasma protein binding rate (PPBR) regression data from AstraZeneca. Regression/Classification. Given a drug SMILES string, predict its absorption, distribution, metabolism, or excretion properties. Task type varies by dataset: regression for continuous measurements (e.g., permeability, clearance, half-life) or binary classification for categorical outcomes (e.g., BBB penetration, CYP inhibition). For this dataset (ppbr_az), we predict Y. (1) The molecule is CCCNC(=O)CSc1ccc(S(=O)(=O)N2CCCC2)cn1. The Y is 65.1 %. (2) The molecule is C[C@]12Cc3cnn(-c4ccc(F)cc4)c3C=C1CC[C@@]2(O)CCc1ccc(F)cc1C(N)=O. The Y is 96.8 %. (3) The drug is NC(=O)c1ccc(-c2cc3c(N[C@H]4CCCNC4)ncc(C(N)=O)c3s2)cc1. The Y is 73.8 %.